The task is: Predict the reaction yield, written as a fraction of the theoretical maximum amount of product (1.0 means a 100% yield; for example, 0.34 means a 34% yield).. This data is from Reaction yield outcomes from USPTO patents with 853,638 reactions. (1) The reactants are [ClH:1].[CH3:2][N:3]([CH3:27])[CH:4]1[CH2:9][CH2:8][N:7]([C:10](=[O:26])[CH2:11][CH2:12][C:13]2[N:14]([CH2:18][C:19]([O:21][CH:22]([CH2:24][CH3:25])[CH3:23])=[O:20])[CH:15]=[CH:16][N:17]=2)[CH2:6][CH2:5]1. The catalyst is C(OCC)C. The product is [ClH:1].[CH3:27][N:3]([CH3:2])[CH:4]1[CH2:9][CH2:8][N:7]([C:10](=[O:26])[CH2:11][CH2:12][C:13]2[N:14]([CH2:18][C:19]([O:21][CH:22]([CH2:24][CH3:25])[CH3:23])=[O:20])[CH:15]=[CH:16][N:17]=2)[CH2:6][CH2:5]1. The yield is 0.690. (2) The reactants are [H-].[Na+].[CH3:3][S:4]([NH2:7])(=[O:6])=[O:5].[Cl:8][C:9]1[CH:10]=[C:11]([C:33](O)=[O:34])[C:12]2[CH2:13][C:14]([CH3:32])([CH3:31])[CH:15]([C:19]3[CH:24]=[CH:23][CH:22]=[C:21]([N:25]4[CH2:30][CH2:29][O:28][CH2:27][CH2:26]4)[CH:20]=3)[NH:16][C:17]=2[CH:18]=1.C(N1C=CN=C1)(N1C=CN=C1)=O. The catalyst is CN(C)C=O. The product is [Cl:8][C:9]1[CH:10]=[C:11]([C:33]([NH:7][S:4]([CH3:3])(=[O:6])=[O:5])=[O:34])[C:12]2[CH2:13][C:14]([CH3:31])([CH3:32])[CH:15]([C:19]3[CH:24]=[CH:23][CH:22]=[C:21]([N:25]4[CH2:26][CH2:27][O:28][CH2:29][CH2:30]4)[CH:20]=3)[NH:16][C:17]=2[CH:18]=1. The yield is 0.200. (3) The product is [OH:52][C@@H:50]([CH3:51])[CH2:49][O:48][NH:47][C:3]([C:5]1[CH:10]=[CH:9][N:8]2[CH:11]=[N:12][CH:13]=[C:7]2[C:6]=1[NH:14][C:15]1[CH:20]=[CH:19][C:18]([Br:21])=[CH:17][C:16]=1[F:22])=[O:4]. The reactants are CO[C:3]([C:5]1[CH:10]=[CH:9][N:8]2[CH:11]=[N:12][CH:13]=[C:7]2[C:6]=1[NH:14][C:15]1[CH:20]=[CH:19][C:18]([Br:21])=[CH:17][C:16]=1[F:22])=[O:4].[OH-].[Na+].CCN=C=NCCCN(C)C.C1C=CC2N(O)N=NC=2C=1.Cl.[NH2:47][O:48][CH2:49][C@@H:50]([OH:52])[CH3:51]. The catalyst is O.C(#N)C.C(O)=O. The yield is 0.260. (4) The reactants are [CH:1]1([O:6][C:7](=[O:26])[C@@H:8]([NH:15][CH2:16][C:17]2[CH:22]=[CH:21][CH:20]=[C:19]([N+:23]([O-:25])=[O:24])[CH:18]=2)[C:9]2[CH:14]=[CH:13][CH:12]=[CH:11][CH:10]=2)[CH2:5][CH2:4][CH2:3][CH2:2]1.[C:27](O[C:27]([O:29][C:30]([CH3:33])([CH3:32])[CH3:31])=[O:28])([O:29][C:30]([CH3:33])([CH3:32])[CH3:31])=[O:28].CN(C)CCNC.C(OCC)(=O)C. The catalyst is C(Cl)Cl. The product is [CH:1]1([O:6][C:7](=[O:26])[C@@H:8]([N:15]([CH2:16][C:17]2[CH:22]=[CH:21][CH:20]=[C:19]([N+:23]([O-:25])=[O:24])[CH:18]=2)[C:27]([O:29][C:30]([CH3:33])([CH3:32])[CH3:31])=[O:28])[C:9]2[CH:10]=[CH:11][CH:12]=[CH:13][CH:14]=2)[CH2:2][CH2:3][CH2:4][CH2:5]1. The yield is 0.420. (5) The reactants are [NH2:1][C:2]1[C:3]([CH3:16])=[C:4]([CH:9]=[C:10]([C:12]([F:15])([F:14])[F:13])[CH:11]=1)[C:5]([O:7][CH3:8])=[O:6].[C:17]([N:24]1[CH2:29][CH2:28][CH2:27][CH2:26][C:25]1=O)([O:19][C:20]([CH3:23])([CH3:22])[CH3:21])=[O:18].C(O[BH-](OC(=O)C)OC(=O)C)(=O)C.[Na+].C([O-])(O)=O.[Na+]. The catalyst is C(Cl)Cl.CC(O)=O. The yield is 0.980. The product is [C:20]([O:19][C:17]([N:24]1[CH2:29][CH2:28][CH:27]([NH:1][C:2]2[CH:11]=[C:10]([C:12]([F:13])([F:14])[F:15])[CH:9]=[C:4]([C:5]([O:7][CH3:8])=[O:6])[C:3]=2[CH3:16])[CH2:26][CH2:25]1)=[O:18])([CH3:23])([CH3:21])[CH3:22]. (6) The reactants are [Cl:1][CH2:2][CH2:3][C:4]([C:6]1[CH:11]=[CH:10][CH:9]=[CH:8][CH:7]=1)=[O:5].[NH4+].[Cl-].I[CH2:15][C:16]([CH3:18])=[CH2:17]. The catalyst is C1COCC1.[Zn]. The product is [Cl:1][CH2:2][CH2:3][C:4]([C:6]1[CH:11]=[CH:10][CH:9]=[CH:8][CH:7]=1)([OH:5])[CH2:17][C:16]([CH3:18])=[CH2:15]. The yield is 0.760. (7) The reactants are [H-].[Na+].[C:3]1(=[O:18])[N:7]([CH2:8][C@@H:9]([OH:12])[CH2:10]Br)[C:6](=[O:13])[C:5]2=[CH:14][CH:15]=[CH:16][CH:17]=[C:4]12.C(O)(=O)C.O. The catalyst is O1CCCC1.C(OCC)(=O)C. The product is [C:3]1(=[O:18])[N:7]([CH2:8][C@@H:9]2[CH2:10][O:12]2)[C:6](=[O:13])[C:5]2=[CH:14][CH:15]=[CH:16][CH:17]=[C:4]12. The yield is 0.906. (8) The catalyst is C1COCC1. The product is [NH:30]=[C:29]1[C:24]2([CH2:28][CH2:27][CH2:26][CH2:25]2)[NH:23][C:9](=[S:10])[N:8]1[C:11]1[CH:18]=[CH:17][C:14]([C:15]#[N:16])=[C:13]([C:19]([F:20])([F:22])[F:21])[CH:12]=1. The reactants are C(N(CC)CC)C.[N:8]([C:11]1[CH:18]=[CH:17][C:14]([C:15]#[N:16])=[C:13]([C:19]([F:22])([F:21])[F:20])[CH:12]=1)=[C:9]=[S:10].[NH2:23][C:24]1([C:29]#[N:30])[CH2:28][CH2:27][CH2:26][CH2:25]1.ClCCl.CC(C)=O. The yield is 0.730. (9) The reactants are C(OC([N:8]([C:35]1[CH:40]=[CH:39][CH:38]=[CH:37][N:36]=1)[CH2:9][CH2:10][O:11][C:12]1[CH:13]=[C:14]([CH:32]=[CH:33][CH:34]=1)[CH2:15][C@@H:16]([C:28]([O:30]C)=[O:29])[NH:17][C:18](=[O:27])[C:19]1[C:24]([Cl:25])=[CH:23][CH:22]=[CH:21][C:20]=1[Cl:26])=O)(C)(C)C.Cl.O1CCOCC1.N.CO. The catalyst is CO. The product is [Cl:26][C:20]1[CH:21]=[CH:22][CH:23]=[C:24]([Cl:25])[C:19]=1[C:18]([NH:17][C@H:16]([C:28]([OH:30])=[O:29])[CH2:15][C:14]1[CH:32]=[CH:33][CH:34]=[C:12]([O:11][CH2:10][CH2:9][NH:8][C:35]2[CH:40]=[CH:39][CH:38]=[CH:37][N:36]=2)[CH:13]=1)=[O:27]. The yield is 0.590. (10) The reactants are [C:1]([O:4][C@@H:5]1[C@H:10]([O:11][C:12](=[O:14])[CH3:13])[C@@H:9]([O:15][C:16](=[O:18])[CH3:17])[C@H:8]([O:19][C:20]2[CH:28]=[C:27]3[C:23]([C@H:24]([CH2:52][Cl:53])[CH2:25][N:26]3[C:29](=[O:51])[CH2:30][CH2:31][CH2:32][C:33]([N:35]3[C:43]4[C:38](=[C:39]5[C:47]([CH3:48])=[CH:46][S:45][C:40]5=[C:41]([OH:44])[CH:42]=4)[C@H:37]([CH2:49][Cl:50])[CH2:36]3)=[O:34])=[C:22]3[C:54]([CH3:57])=[CH:55][S:56][C:21]=23)[O:7][C@@H:6]1[CH2:58][O:59][C:60](=[O:62])[CH3:61])(=[O:3])[CH3:2].Cl[C:64]([O:66][C:67]1[CH:72]=[CH:71][C:70]([N+:73]([O-:75])=[O:74])=[CH:69][CH:68]=1)=[O:65].CCN(CC)CC. The catalyst is C1COCC1. The product is [C:1]([O:4][C@@H:5]1[C@H:10]([O:11][C:12](=[O:14])[CH3:13])[C@@H:9]([O:15][C:16](=[O:18])[CH3:17])[C@H:8]([O:19][C:20]2[CH:28]=[C:27]3[C:23]([C@H:24]([CH2:52][Cl:53])[CH2:25][N:26]3[C:29](=[O:51])[CH2:30][CH2:31][CH2:32][C:33]([N:35]3[C:43]4[C:38](=[C:39]5[C:47]([CH3:48])=[CH:46][S:45][C:40]5=[C:41]([O:44][C:64]([O:66][C:67]5[CH:68]=[CH:69][C:70]([N+:73]([O-:75])=[O:74])=[CH:71][CH:72]=5)=[O:65])[CH:42]=4)[C@H:37]([CH2:49][Cl:50])[CH2:36]3)=[O:34])=[C:22]3[C:54]([CH3:57])=[CH:55][S:56][C:21]=23)[O:7][C@@H:6]1[CH2:58][O:59][C:60](=[O:62])[CH3:61])(=[O:3])[CH3:2]. The yield is 0.430.